From a dataset of Full USPTO retrosynthesis dataset with 1.9M reactions from patents (1976-2016). Predict the reactants needed to synthesize the given product. (1) Given the product [CH3:19][O:20][C:21]1[CH:26]=[CH:25][C:24]([O:27][CH3:28])=[CH:23][C:22]=1[C:2]1[CH:3]=[C:4]([N:8]2[CH2:16][CH:15]3[CH2:17][N:11]4[CH2:12][CH:13]([CH2:18][CH:9]2[CH2:10]4)[CH2:14]3)[CH:5]=[N:6][CH:7]=1, predict the reactants needed to synthesize it. The reactants are: Br[C:2]1[CH:3]=[C:4]([N:8]2[CH2:16][CH:15]3[CH2:17][N:11]4[CH2:12][CH:13]([CH2:18][CH:9]2[CH2:10]4)[CH2:14]3)[CH:5]=[N:6][CH:7]=1.[CH3:19][O:20][C:21]1[CH:26]=[CH:25][C:24]([O:27][CH3:28])=[CH:23][C:22]=1B(O)O. (2) Given the product [CH2:1]([O:3][CH:4]1[CH2:9][CH2:8][N:7]([C:18]2[CH:23]=[CH:22][C:21]([N+:24]([O-:26])=[O:25])=[CH:20][CH:19]=2)[CH2:6][CH2:5]1)[CH3:2], predict the reactants needed to synthesize it. The reactants are: [CH2:1]([O:3][CH:4]1[CH2:9][CH2:8][NH:7][CH2:6][CH2:5]1)[CH3:2].C(N(CC)CC)C.F[C:18]1[CH:23]=[CH:22][C:21]([N+:24]([O-:26])=[O:25])=[CH:20][CH:19]=1. (3) Given the product [C:26]([C:30]1[CH:31]=[CH:32][C:33]([C:34]([NH:6][CH2:7][C:8]2[CH:9]=[C:10]3[C:14](=[CH:15][CH:16]=2)[C:13](=[O:17])[N:12]([CH:18]2[CH2:23][CH2:22][C:21](=[O:24])[NH:20][C:19]2=[O:25])[CH2:11]3)=[O:35])=[CH:37][CH:38]=1)([CH3:29])([CH3:27])[CH3:28], predict the reactants needed to synthesize it. The reactants are: CS(O)(=O)=O.[NH2:6][CH2:7][C:8]1[CH:9]=[C:10]2[C:14](=[CH:15][CH:16]=1)[C:13](=[O:17])[N:12]([CH:18]1[CH2:23][CH2:22][C:21](=[O:24])[NH:20][C:19]1=[O:25])[CH2:11]2.[C:26]([C:30]1[CH:38]=[CH:37][C:33]([C:34](Cl)=[O:35])=[CH:32][CH:31]=1)([CH3:29])([CH3:28])[CH3:27].Cl. (4) Given the product [F:1][C:2]1[CH:3]=[C:4]([CH:22]=[CH:23][CH:24]=1)[CH2:5][O:6][C:7]1[CH:12]=[CH:11][C:10]([N:13]2[C:17](=[O:18])[CH2:16][C@@H:15]([C:19]([NH2:27])=[O:20])[CH2:14]2)=[CH:9][CH:8]=1, predict the reactants needed to synthesize it. The reactants are: [F:1][C:2]1[CH:3]=[C:4]([CH:22]=[CH:23][CH:24]=1)[CH2:5][O:6][C:7]1[CH:12]=[CH:11][C:10]([N:13]2[C:17](=[O:18])[CH2:16][C@@H:15]([C:19](O)=[O:20])[CH2:14]2)=[CH:9][CH:8]=1.C(N1C=CN=C1)([N:27]1C=CN=C1)=O.C([O-])(=O)C.[NH4+].O. (5) Given the product [NH2:24][C:20]1[N:21]=[C:22]([N:8]2[C:9]3[C:5](=[CH:4][CH:3]=[C:2]([I:1])[CH:10]=3)[C:6]([C:11]([OH:14])([CH3:12])[CH3:13])=[N:7]2)[CH:23]=[CH:18][N:19]=1, predict the reactants needed to synthesize it. The reactants are: [I:1][C:2]1[CH:10]=[C:9]2[C:5]([C:6]([C:11]([OH:14])([CH3:13])[CH3:12])=[N:7][NH:8]2)=[CH:4][CH:3]=1.[H-].[Na+].Cl[C:18]1[CH:23]=[CH:22][N:21]=[C:20]([NH2:24])[N:19]=1.